This data is from Antibody developability classification from SAbDab with 2,409 antibodies. The task is: Regression/Classification. Given an antibody's heavy chain and light chain sequences, predict its developability. TAP uses regression for 5 developability metrics; SAbDab uses binary classification. (1) Result: 0 (not developable). The antibody is ['QIQLVQSGPELKKPGETVRISCKASGYIFTIAGIQWVQKMPGRGLRWIGWINTHSGVPEYAEEFKGRFAFSLETSARTAYLQISNLKDEDTATYFCARIYYGNNGGVMDYWGQGTSVTVSS', 'DIQMTQSPSSLSASLGERVSLTCRASQEISDYLTWLQQKPDGTIKRLIYVASSLDSGVPKRFSGSRSGSDYSLTISSLESEDFADYYCLQYANYPWTFGGGTKLEIR']. (2) Result: 0 (not developable). The antibody is ['QIQLVQSGPELKKPGETVKISCKASGYTFINYGMNWVKQAPGKGLKWMGWKNTNTGETTYGEEFRGRFAFSLETSVSTAYLQINNLKNEDTATYFCARDNPYYALDYWGQGTTVTVSS', 'DIQMTQSPSSLSASLGGKVTITCKASQDINKYIAWYQHKPGKGPRLLIHYTSTLQPGIPSRFSGSGSGRDYSFSISNLEPEDIATYYCLQYDNLRTFGGGTKLEIK']. (3) The antibody is ['EVQLVESGGGLVQPGGSLKLSCAASGFTLSGSNVHWVRQASGKGLEWVGRIKRNAESDATAYAASMRGRLTISRDDSKNTAFLQMNSLKSDDTAMYYCVIRGDVYNRQWGQGTLVTVSS', 'DIVMTQSPLSLSVTPGEPASISCRSSQSLLRRDGHNDLEWYLQKPGQSPQPLIYLGSTRASGVPDRFSGSGSGTDFTLKIIRVEAEDAGTYYCMQNKQTPLTFGQGTRLEIK']. Result: 0 (not developable). (4) The antibody is ['1tjg', 'PROT_09A57F9F']. Result: 0 (not developable).